Dataset: NCI-60 drug combinations with 297,098 pairs across 59 cell lines. Task: Regression. Given two drug SMILES strings and cell line genomic features, predict the synergy score measuring deviation from expected non-interaction effect. Drug 1: CC1=C(N=C(N=C1N)C(CC(=O)N)NCC(C(=O)N)N)C(=O)NC(C(C2=CN=CN2)OC3C(C(C(C(O3)CO)O)O)OC4C(C(C(C(O4)CO)O)OC(=O)N)O)C(=O)NC(C)C(C(C)C(=O)NC(C(C)O)C(=O)NCCC5=NC(=CS5)C6=NC(=CS6)C(=O)NCCC[S+](C)C)O. Drug 2: B(C(CC(C)C)NC(=O)C(CC1=CC=CC=C1)NC(=O)C2=NC=CN=C2)(O)O. Cell line: MCF7. Synergy scores: CSS=37.8, Synergy_ZIP=-5.08, Synergy_Bliss=-2.73, Synergy_Loewe=-0.329, Synergy_HSA=0.151.